The task is: Predict which catalyst facilitates the given reaction.. This data is from Catalyst prediction with 721,799 reactions and 888 catalyst types from USPTO. Reactant: [CH3:1][C:2]1([CH:11]=[CH2:12])[O:6][CH:5]([C:7]([OH:10])([CH3:9])[CH3:8])[CH2:4][CH2:3]1. Product: [CH2:11]([C:2]1([CH3:1])[O:6][CH:5]([C:7]([OH:10])([CH3:9])[CH3:8])[CH2:4][CH2:3]1)[CH3:12]. The catalyst class is: 19.